From a dataset of Forward reaction prediction with 1.9M reactions from USPTO patents (1976-2016). Predict the product of the given reaction. (1) Given the reactants Cl.[Cl:2][C:3]1[CH:4]=[C:5]([C:9]([F:13])([F:12])[CH2:10][NH2:11])[CH:6]=[CH:7][CH:8]=1.[OH-].[Na+], predict the reaction product. The product is: [Cl:2][C:3]1[CH:4]=[C:5]([C:9]([F:12])([F:13])[CH2:10][NH2:11])[CH:6]=[CH:7][CH:8]=1. (2) Given the reactants [F:1][C:2]1[CH:3]=[C:4]([CH:26]=[CH:27][C:28]=1[O:29][CH3:30])[CH2:5][C:6]1[C:15]2[NH:16][C:17]3[CH:18]=[CH:19][CH:20]=[CH:21][C:22]=3[C:14]=2[C:13]2[C@@H:12]([OH:23])[CH2:11][C:10]([CH3:25])([CH3:24])[CH2:9][C:8]=2[N:7]=1.[CH2:31]([C:37]([OH:39])=[O:38])[C@H:32]([OH:36])[C:33]([OH:35])=[O:34], predict the reaction product. The product is: [C:33]([OH:35])(=[O:34])[CH:32]([CH2:31][C:37]([OH:39])=[O:38])[OH:36].[F:1][C:2]1[CH:3]=[C:4]([CH:26]=[CH:27][C:28]=1[O:29][CH3:30])[CH2:5][C:6]1[C:15]2[NH:16][C:17]3[CH:18]=[CH:19][CH:20]=[CH:21][C:22]=3[C:14]=2[C:13]2[C@@H:12]([OH:23])[CH2:11][C:10]([CH3:25])([CH3:24])[CH2:9][C:8]=2[N:7]=1. (3) Given the reactants [OH-].[Na+].[CH3:3][C:4]1[CH:5]=[C:6]([C:11]2[N:15]([NH2:16])[C:14]([CH3:18])([CH3:17])[O:13][N:12]=2)[CH:7]=[C:8]([CH3:10])[CH:9]=1.[CH2:19]([C:21]1[C:29]([O:30][CH3:31])=[CH:28][CH:27]=[CH:26][C:22]=1[C:23](Cl)=[O:24])[CH3:20].O, predict the reaction product. The product is: [CH3:3][C:4]1[CH:5]=[C:6]([C:11]2[N:15]([NH:16][C:23](=[O:24])[C:22]3[CH:26]=[CH:27][CH:28]=[C:29]([O:30][CH3:31])[C:21]=3[CH2:19][CH3:20])[C:14]([CH3:18])([CH3:17])[O:13][N:12]=2)[CH:7]=[C:8]([CH3:10])[CH:9]=1. (4) Given the reactants [C:1]([O:4][CH2:5][C:6]1[C:7]([S:22]([CH3:25])(=[O:24])=[O:23])=[CH:8][C:9]2[N:13]3[CH2:14][CH2:15][NH:16][C@H:17]([CH:18]([CH3:20])[CH3:19])[C:12]3=[N:11][C:10]=2[CH:21]=1)(=[O:3])[CH3:2].Cl[C:27]1[N:32]=[C:31]([C:33]([F:36])([F:35])[F:34])[C:30]([C:37](=[O:39])[CH3:38])=[CH:29][N:28]=1.CCN(C(C)C)C(C)C.O, predict the reaction product. The product is: [C:1]([O:4][CH2:5][C:6]1[C:7]([S:22]([CH3:25])(=[O:23])=[O:24])=[CH:8][C:9]2[N:13]3[CH2:14][CH2:15][N:16]([C:27]4[N:32]=[C:31]([C:33]([F:34])([F:35])[F:36])[C:30]([C:37](=[O:39])[CH3:38])=[CH:29][N:28]=4)[C@H:17]([CH:18]([CH3:19])[CH3:20])[C:12]3=[N:11][C:10]=2[CH:21]=1)(=[O:3])[CH3:2]. (5) The product is: [CH2:26]([O:28][C:29]1[CH:30]=[C:31](/[CH:32]=[CH:21]/[C:22]([O:24][CH3:25])=[O:23])[CH:34]=[CH:35][C:36]=1[OH:37])[CH3:27]. Given the reactants C1(P(=C=[CH:21][C:22]([O:24][CH3:25])=[O:23])(C2C=CC=CC=2)C2C=CC=CC=2)C=CC=CC=1.[CH2:26]([O:28][C:29]1[CH:30]=[C:31]([CH:34]=[CH:35][C:36]=1[OH:37])[CH:32]=O)[CH3:27], predict the reaction product. (6) The product is: [Br:1][C:2]1[CH:9]=[C:8]([C:10]2[C:12]3[CH2:17][C:16]([CH3:19])([CH3:18])[CH2:15][C:14](=[O:20])[C:13]=3[N:24]([CH3:23])[N:25]=2)[CH:7]=[CH:6][C:3]=1[C:4]#[N:5]. Given the reactants [Br:1][C:2]1[CH:9]=[C:8]([C:10]([CH:12]2[CH2:17][C:16]([CH3:19])([CH3:18])[CH:15]=[C:14]([O:20]C)[C:13]2=O)=O)[CH:7]=[CH:6][C:3]=1[C:4]#[N:5].[CH3:23][NH:24][NH2:25].Cl.C([O-])(O)=O.[Na+], predict the reaction product. (7) The product is: [Br:1][C:2]1[CH:3]=[C:4]([CH2:10][C:11]([OH:13])=[O:12])[CH:5]=[CH:6][C:7]=1[C:8]#[N:9]. Given the reactants [Br:1][C:2]1[CH:3]=[C:4]([CH:10](C(OC(C)(C)C)=O)[C:11]([O:13]C(C)(C)C)=[O:12])[CH:5]=[CH:6][C:7]=1[C:8]#[N:9].FC(F)(F)C(O)=O, predict the reaction product.